Dataset: Full USPTO retrosynthesis dataset with 1.9M reactions from patents (1976-2016). Task: Predict the reactants needed to synthesize the given product. Given the product [CH3:28][O:29][C:30](=[O:61])[CH2:31][C:32]1[C:33](=[O:60])[N:34]([CH2:53][C:54]2[CH:55]=[CH:56][CH:57]=[CH:58][CH:59]=2)[C:35]2[C:40]([CH:41]=1)=[CH:39][CH:38]=[C:37]([O:42][CH2:43][CH2:44][NH2:45])[CH:36]=2, predict the reactants needed to synthesize it. The reactants are: COC(=O)CC1CC2C(=CC(OCCNC(OC(C)(C)C)=O)=CC=2)NC1=O.[CH3:28][O:29][C:30](=[O:61])[CH2:31][C:32]1[C:33](=[O:60])[N:34]([CH2:53][C:54]2[CH:59]=[CH:58][CH:57]=[CH:56][CH:55]=2)[C:35]2[C:40]([CH:41]=1)=[CH:39][CH:38]=[C:37]([O:42][CH2:43][CH2:44][NH:45]C(OC(C)(C)C)=O)[CH:36]=2.